Dataset: Forward reaction prediction with 1.9M reactions from USPTO patents (1976-2016). Task: Predict the product of the given reaction. (1) Given the reactants [CH2:1]([O:3][CH2:4][CH2:5][O:6][C:7]1[CH:12]=[C:11]([CH3:13])[C:10]([C:14]2[CH:19]=[CH:18][CH:17]=[C:16]([CH2:20][NH:21][C:22]3[CH:27]=[CH:26][C:25]([CH2:28][C:29]([F:36])([F:35])[C:30]([O:32]CC)=[O:31])=[CH:24][CH:23]=3)[CH:15]=2)=[C:9]([CH3:37])[CH:8]=1)[CH3:2].O1CCCC1.O.[OH-].[Li+].Cl, predict the reaction product. The product is: [CH2:1]([O:3][CH2:4][CH2:5][O:6][C:7]1[CH:8]=[C:9]([CH3:37])[C:10]([C:14]2[CH:19]=[CH:18][CH:17]=[C:16]([CH2:20][NH:21][C:22]3[CH:23]=[CH:24][C:25]([CH2:28][C:29]([F:35])([F:36])[C:30]([OH:32])=[O:31])=[CH:26][CH:27]=3)[CH:15]=2)=[C:11]([CH3:13])[CH:12]=1)[CH3:2]. (2) Given the reactants [C:1](Cl)(=[O:5])[C:2](Cl)=[O:3].[Cl:7][C:8]1[CH:13]=[CH:12][C:11]([C:14]2[NH:15][C:16]3[C:21]([CH:22]=2)=[CH:20][C:19]([O:23][CH3:24])=[CH:18][CH:17]=3)=[CH:10][C:9]=1[S:25]([NH:28][CH:29]1[CH2:34][CH2:33][CH2:32][CH2:31][CH2:30]1)(=[O:27])=[O:26].[CH3:35][OH:36], predict the reaction product. The product is: [CH3:35][O:36][C:1](=[O:5])[C:2]([C:22]1[C:21]2[C:16](=[CH:17][CH:18]=[C:19]([O:23][CH3:24])[CH:20]=2)[NH:15][C:14]=1[C:11]1[CH:12]=[CH:13][C:8]([Cl:7])=[C:9]([S:25](=[O:27])(=[O:26])[NH:28][CH:29]2[CH2:34][CH2:33][CH2:32][CH2:31][CH2:30]2)[CH:10]=1)=[O:3]. (3) Given the reactants Cl[C:2]1[N:7]=[C:6]([NH:8][C:9]2[CH:10]=[C:11]([CH2:15][OH:16])[CH:12]=[CH:13][CH:14]=2)[C:5]([Cl:17])=[CH:4][N:3]=1.[NH2:18][C:19]1[CH:20]=[C:21]([OH:25])[CH:22]=[CH:23][CH:24]=1, predict the reaction product. The product is: [Cl:17][C:5]1[C:6]([NH:8][C:9]2[CH:14]=[CH:13][CH:12]=[C:11]([CH2:15][OH:16])[CH:10]=2)=[N:7][C:2]([NH:18][C:19]2[CH:20]=[C:21]([OH:25])[CH:22]=[CH:23][CH:24]=2)=[N:3][CH:4]=1. (4) The product is: [Br:15][C:16]1[CH:17]=[C:18]([CH:22]=[CH:23][CH:24]=1)[C:19]([O:7][C:1]1[CH:6]=[CH:5][CH:4]=[CH:3][CH:2]=1)=[O:20]. Given the reactants [C:1]1([OH:7])[CH:6]=[CH:5][CH:4]=[CH:3][CH:2]=1.C(N(CC)CC)C.[Br:15][C:16]1[CH:17]=[C:18]([CH:22]=[CH:23][CH:24]=1)[C:19](Cl)=[O:20], predict the reaction product.